From a dataset of Forward reaction prediction with 1.9M reactions from USPTO patents (1976-2016). Predict the product of the given reaction. Given the reactants [CH3:1][CH:2]1[CH2:7][CH2:6][N:5]([C:8](=[O:23])[CH2:9][NH:10][C:11]([NH:13][C:14]2[C:19]([F:20])=[CH:18][C:17]([F:21])=[CH:16][C:15]=2[F:22])=[S:12])[CH2:4][CH2:3]1.[C:24](=O)([O-])[O-].[K+].[K+], predict the reaction product. The product is: [CH3:24][S:12][C:11](=[N:13][C:14]1[C:19]([F:20])=[CH:18][C:17]([F:21])=[CH:16][C:15]=1[F:22])[NH:10][CH2:9][C:8]([N:5]1[CH2:6][CH2:7][CH:2]([CH3:1])[CH2:3][CH2:4]1)=[O:23].